Task: Predict the product of the given reaction.. Dataset: Forward reaction prediction with 1.9M reactions from USPTO patents (1976-2016) (1) Given the reactants CO.[OH-].[Na+:4].C[O:6][C:7](=[O:43])[CH2:8][C:9]1[CH:14]=[CH:13][C:12]([C:15]2[CH:20]=[CH:19][C:18]([C:21]([CH2:39][CH3:40])([C:24]3[CH:29]=[CH:28][C:27](/[CH:30]=[CH:31]/[C:32]4([OH:37])[CH2:36][CH2:35][CH2:34][CH2:33]4)=[C:26]([CH3:38])[CH:25]=3)[CH2:22][CH3:23])=[CH:17][C:16]=2[CH3:41])=[CH:11][C:10]=1[F:42].[Cl-].[NH4+], predict the reaction product. The product is: [CH2:22]([C:21]([C:18]1[CH:19]=[CH:20][C:15]([C:12]2[CH:13]=[CH:14][C:9]([CH2:8][C:7]([O-:43])=[O:6])=[C:10]([F:42])[CH:11]=2)=[C:16]([CH3:41])[CH:17]=1)([C:24]1[CH:29]=[CH:28][C:27](/[CH:30]=[CH:31]/[C:32]2([OH:37])[CH2:36][CH2:35][CH2:34][CH2:33]2)=[C:26]([CH3:38])[CH:25]=1)[CH2:39][CH3:40])[CH3:23].[Na+:4]. (2) Given the reactants [C:1]([NH:4][C:5]1[CH:10]=[CH:9][C:8]([C:11](=[C:25]2[CH2:30][CH2:29][N:28]([CH2:31]C3C=CC=CC=3F)[CH2:27][CH2:26]2)[C:12]2[CH:24]=[CH:23][C:15]([C:16]([N:18]([CH2:21][CH3:22])[CH2:19][CH3:20])=[O:17])=[CH:14][CH:13]=2)=[CH:7][CH:6]=1)(=[O:3])[CH3:2].C(NC1C=CC(C(=C2CCNCC2)C2C=CC(C(N(CC)CC)=O)=CC=2)=CC=1)(=O)C.C(O)(C(F)(F)F)=O.[F:76][C:77]1[CH:78]=[C:79]([CH:82]=[CH:83][CH:84]=1)C=O, predict the reaction product. The product is: [C:1]([NH:4][C:5]1[CH:6]=[CH:7][C:8]([C:11](=[C:25]2[CH2:30][CH2:29][N:28]([CH2:31][C:83]3[CH:82]=[CH:79][CH:78]=[C:77]([F:76])[CH:84]=3)[CH2:27][CH2:26]2)[C:12]2[CH:13]=[CH:14][C:15]([C:16]([N:18]([CH2:21][CH3:22])[CH2:19][CH3:20])=[O:17])=[CH:23][CH:24]=2)=[CH:9][CH:10]=1)(=[O:3])[CH3:2]. (3) The product is: [Br:7][C:8]1[CH:9]=[C:10]([CH3:36])[CH:11]=[C:12]2[C:17]=1[N:16]=[CH:15][N:14]([N:18]([C:26]1[CH:31]=[C:30]([Cl:32])[CH:29]=[CH:28][C:27]=1[S:33]([CH3:34])=[O:1])[C:19](=[O:25])[O:20][C:21]([CH3:24])([CH3:23])[CH3:22])[C:13]2=[O:35]. Given the reactants [OH:1]OS([O-])=O.[K+].[Br:7][C:8]1[CH:9]=[C:10]([CH3:36])[CH:11]=[C:12]2[C:17]=1[N:16]=[CH:15][N:14]([N:18]([C:26]1[CH:31]=[C:30]([Cl:32])[CH:29]=[CH:28][C:27]=1[S:33][CH3:34])[C:19](=[O:25])[O:20][C:21]([CH3:24])([CH3:23])[CH3:22])[C:13]2=[O:35], predict the reaction product. (4) Given the reactants Br[C:2]1[CH:3]=[C:4]2[C:9](=[CH:10][CH:11]=1)[O:8][CH:7]([C:12]1[CH:17]=[CH:16][CH:15]=[CH:14][CH:13]=1)[CH2:6][C:5]2=[CH2:18].[C:19]([C:21]1[CH:22]=[C:23](B(O)O)[CH:24]=[CH:25][CH:26]=1)#[N:20], predict the reaction product. The product is: [CH2:18]=[C:5]1[C:4]2[C:9](=[CH:10][CH:11]=[C:2]([C:25]3[CH:26]=[C:21]([CH:22]=[CH:23][CH:24]=3)[C:19]#[N:20])[CH:3]=2)[O:8][CH:7]([C:12]2[CH:17]=[CH:16][CH:15]=[CH:14][CH:13]=2)[CH2:6]1. (5) Given the reactants [Cl:1][C:2]1[CH:3]=[CH:4][C:5]([C:28]([F:31])([F:30])[F:29])=[C:6]([CH:27]=1)[CH2:7][N:8]1[CH2:13][CH2:12][NH:11][C:10]2[N:14]=[CH:15][C:16]([C:18]3[CH:26]=[CH:25][C:21]([C:22]([OH:24])=O)=[CH:20][CH:19]=3)=[CH:17][C:9]1=2.[C:32]([N:35]1[CH2:40][CH2:39][NH:38][CH2:37][CH2:36]1)(=[O:34])[CH3:33], predict the reaction product. The product is: [Cl:1][C:2]1[CH:3]=[CH:4][C:5]([C:28]([F:29])([F:30])[F:31])=[C:6]([CH:27]=1)[CH2:7][N:8]1[CH2:13][CH2:12][NH:11][C:10]2[N:14]=[CH:15][C:16]([C:18]3[CH:26]=[CH:25][C:21]([C:22]([N:38]4[CH2:39][CH2:40][N:35]([C:32](=[O:34])[CH3:33])[CH2:36][CH2:37]4)=[O:24])=[CH:20][CH:19]=3)=[CH:17][C:9]1=2. (6) Given the reactants [Cl:1][C:2]1[CH:7]=[CH:6][C:5]([C:8]2[CH:9]=[C:10]([NH2:19])[CH:11]=[N:12][C:13]=2[O:14][CH2:15][CH:16]2[CH2:18][CH2:17]2)=[CH:4][CH:3]=1.[C:20](O)(=[O:27])[C:21]1[CH:26]=[CH:25][N:24]=[CH:23][CH:22]=1, predict the reaction product. The product is: [Cl:1][C:2]1[CH:7]=[CH:6][C:5]([C:8]2[CH:9]=[C:10]([NH:19][C:20](=[O:27])[C:21]3[CH:26]=[CH:25][N:24]=[CH:23][CH:22]=3)[CH:11]=[N:12][C:13]=2[O:14][CH2:15][CH:16]2[CH2:18][CH2:17]2)=[CH:4][CH:3]=1. (7) Given the reactants [CH3:1][O:2][C:3](=[O:8])[CH2:4][CH2:5][CH2:6]Br.[CH2:9]([CH:13]1[CH2:18][CH2:17][NH:16][CH2:15][CH2:14]1)[CH2:10][CH2:11][CH3:12].C([O-])([O-])=O.[K+].[K+], predict the reaction product. The product is: [CH3:1][O:2][C:3](=[O:8])[CH2:4][CH2:5][CH2:6][N:16]1[CH2:17][CH2:18][CH:13]([CH2:9][CH2:10][CH2:11][CH3:12])[CH2:14][CH2:15]1.